This data is from Reaction yield outcomes from USPTO patents with 853,638 reactions. The task is: Predict the reaction yield, written as a fraction of the theoretical maximum amount of product (1.0 means a 100% yield; for example, 0.34 means a 34% yield). (1) The reactants are II.[C:3]([Si:7]([CH3:26])([CH3:25])[O:8][CH2:9][C:10]([CH2:12][O:13][C:14]1[CH:19]=[CH:18][C:17]([O:20][C:21]([F:24])([F:23])[F:22])=[CH:16][CH:15]=1)=[CH2:11])([CH3:6])([CH3:5])[CH3:4].[BH4-].[Na+].[OH:29]O.[OH-].[Na+]. The catalyst is C1COCC1.O. The product is [Si:7]([O:8][CH2:9][CH:10]([CH2:12][O:13][C:14]1[CH:15]=[CH:16][C:17]([O:20][C:21]([F:24])([F:22])[F:23])=[CH:18][CH:19]=1)[CH2:11][OH:29])([C:3]([CH3:4])([CH3:6])[CH3:5])([CH3:25])[CH3:26]. The yield is 0.610. (2) The reactants are Br[C:2]1[CH:3]=[N:4][N:5]([CH:7]2[CH2:12][CH2:11][NH:10][CH2:9][C:8]2([F:14])[F:13])[CH:6]=1.C(=O)([O-])[O-].[K+].[K+].[CH3:21][N:22]1[CH:26]=[C:25]([C:27]2[CH:28]=[C:29]([C:33]3[N:38]=[CH:37][C:36](B4OC(C)(C)C(C)(C)O4)=[CH:35][N:34]=3)[CH:30]=[CH:31][CH:32]=2)[CH:24]=[N:23]1.ClCCl. The catalyst is C1OCCOC1.O.C1(P(C2C=CC=CC=2)[C-]2C=CC=C2)C=CC=CC=1.[C-]1(P(C2C=CC=CC=2)C2C=CC=CC=2)C=CC=C1.[Fe+2].Cl[Pd]Cl. The product is [F:13][C:8]1([F:14])[CH:7]([N:5]2[CH:6]=[C:2]([C:36]3[CH:35]=[N:34][C:33]([C:29]4[CH:30]=[CH:31][CH:32]=[C:27]([C:25]5[CH:24]=[N:23][N:22]([CH3:21])[CH:26]=5)[CH:28]=4)=[N:38][CH:37]=3)[CH:3]=[N:4]2)[CH2:12][CH2:11][NH:10][CH2:9]1. The yield is 0.110. (3) The product is [N:14]([C:35]([O:37][C:38]([CH3:41])([CH3:40])[CH3:39])=[O:36])([CH3:34])[C@H:15]([C:31]([NH2:2])=[O:32])[CH2:16][C:17]1[CH:22]=[CH:21][C:20]([O:23][CH2:24][C:25]2[CH:30]=[CH:29][CH:28]=[CH:27][CH:26]=2)=[CH:19][CH:18]=1. The yield is 0.980. The catalyst is C1COCC1. The reactants are C[N:2]1CCOCC1.ClC(OCC)=O.[N:14]([C:35]([O:37][C:38]([CH3:41])([CH3:40])[CH3:39])=[O:36])([CH3:34])[C@H:15]([C:31](O)=[O:32])[CH2:16][C:17]1[CH:22]=[CH:21][C:20]([O:23][CH2:24][C:25]2[CH:30]=[CH:29][CH:28]=[CH:27][CH:26]=2)=[CH:19][CH:18]=1. (4) The reactants are [C:1]1(=[O:7])[CH2:6][CH2:5][CH2:4][CH2:3][CH2:2]1.O[C:9]1[CH:14]=[CH:13][C:12]([C:15]([C:17]2[CH:26]=[CH:25][C:20]([C:21]([O:23][CH3:24])=[O:22])=[CH:19][CH:18]=2)=O)=[CH:11][CH:10]=1. The catalyst is C1COCC1.[Zn].Cl[Ti](Cl)(Cl)Cl. The product is [C:12]1(=[C:15]([C:4]2[CH:5]=[CH:6][C:1]([OH:7])=[CH:2][CH:3]=2)[C:17]2[CH:18]=[CH:19][C:20]([C:21]([O:23][CH3:24])=[O:22])=[CH:25][CH:26]=2)[CH2:11][CH2:10][CH2:9][CH2:14][CH2:13]1. The yield is 0.700. (5) The reactants are [NH2:1][C:2]1[C:3]([O:20][CH3:21])=[CH:4][C:5]([CH:17]([CH3:19])[CH3:18])=[C:6]([CH:16]=1)[O:7][C:8]1[C:9]([NH2:15])=[N:10][C:11]([NH2:14])=[N:12][CH:13]=1.COC1[CH:29]=[CH:28][C:27](OC)=[CH:26]O1.[OH-].[Na+]. The catalyst is CC(O)=O. The product is [CH:17]([C:5]1[CH:4]=[C:3]([O:20][CH3:21])[C:2]([N:1]2[CH:29]=[CH:28][CH:27]=[CH:26]2)=[CH:16][C:6]=1[O:7][C:8]1[C:9]([NH2:15])=[N:10][C:11]([NH2:14])=[N:12][CH:13]=1)([CH3:19])[CH3:18]. The yield is 0.720. (6) The reactants are C([O:5][C:6](=[O:31])[C@@H:7]([CH:28]([CH3:30])[CH3:29])[N:8]([CH2:23][CH2:24][CH:25]([CH3:27])[CH3:26])[S:9]([C:12]1[CH:21]=[CH:20][C:19]2[C:14](=[CH:15][CH:16]=[C:17]([OH:22])[CH:18]=2)[CH:13]=1)(=[O:11])=[O:10])(C)(C)C. The catalyst is Cl.C(OCC)(=O)C. The product is [CH2:23]([N:8]([S:9]([C:12]1[CH:21]=[CH:20][C:19]2[C:14](=[CH:15][CH:16]=[C:17]([OH:22])[CH:18]=2)[CH:13]=1)(=[O:11])=[O:10])[C@@H:7]([C:6]([OH:31])=[O:5])[CH:28]([CH3:30])[CH3:29])[CH2:24][CH:25]([CH3:27])[CH3:26]. The yield is 0.900. (7) The reactants are [CH3:1][C:2]([CH3:7])([CH3:6])[C:3]([NH2:5])=[O:4].C(Cl)(=O)[C:9](Cl)=[O:10].[NH2:14][C:15]1[N:20]=[CH:19][C:18]([O:21][C:22]2[CH:27]=[CH:26][N:25]=[C:24]([C:28]([NH:30][CH:31]3[CH2:36][CH2:35][N:34]([CH3:37])[CH2:33][CH2:32]3)=[O:29])[CH:23]=2)=[CH:17][CH:16]=1.CCN(C(C)C)C(C)C. The catalyst is ClCCCl.O1CCOCC1.CCOC(C)=O. The product is [CH3:37][N:34]1[CH2:33][CH2:32][CH:31]([NH:30][C:28](=[O:29])[C:24]2[CH:23]=[C:22]([O:21][C:18]3[CH:19]=[N:20][C:15]([NH:14][C:9]([NH:5][C:3](=[O:4])[C:2]([CH3:7])([CH3:6])[CH3:1])=[O:10])=[CH:16][CH:17]=3)[CH:27]=[CH:26][N:25]=2)[CH2:36][CH2:35]1. The yield is 0.670.